Dataset: Catalyst prediction with 721,799 reactions and 888 catalyst types from USPTO. Task: Predict which catalyst facilitates the given reaction. (1) Reactant: C(N(CC)CC)C.[O:8]=[C:9]1[CH:15]([C:16]([OH:18])=O)[CH2:14][CH2:13][CH2:12][CH2:11][N:10]1[C:19]1[CH:24]=[CH:23][CH:22]=[CH:21][CH:20]=1.[Cl:25][C:26]1[CH:27]=[C:28]([CH:31]=[C:32]([F:34])[CH:33]=1)[CH2:29][NH2:30]. Product: [Cl:25][C:26]1[CH:27]=[C:28]([CH:31]=[C:32]([F:34])[CH:33]=1)[CH2:29][NH:30][C:16]([CH:15]1[CH2:14][CH2:13][CH2:12][CH2:11][N:10]([C:19]2[CH:24]=[CH:23][CH:22]=[CH:21][CH:20]=2)[C:9]1=[O:8])=[O:18]. The catalyst class is: 4. (2) Reactant: [C:1]([O:5][C:6]([NH:8][CH2:9][C@H:10]1[CH2:15][CH2:14][C@H:13]([C:16]([NH:18][C@H:19]([C:37]([NH:39][C:40]2[CH:45]=[CH:44][C:43]([C:46]3[NH:50][N:49]=[C:48]([C:51]([F:59])([F:58])[C:52]([C:55]([OH:57])=[O:56])([F:54])[F:53])[N:47]=3)=[CH:42][CH:41]=2)=[O:38])[CH2:20][C:21]2[CH:26]=[CH:25][C:24]([C:27]3[CH:32]=[CH:31][C:30]([C:33](O)=[O:34])=[CH:29][C:28]=3[CH3:36])=[CH:23][CH:22]=2)=[O:17])[CH2:12][CH2:11]1)=[O:7])([CH3:4])([CH3:3])[CH3:2].[CH3:60][N:61]1[CH2:66][CH2:65][CH:64]([NH2:67])[CH2:63][CH2:62]1.C(N(CC)C(C)C)(C)C.F[P-](F)(F)(F)(F)F.CN(C(ON1C2=NC=CC=C2N=N1)=[N+](C)C)C. Product: [C:1]([O:5][C:6]([NH:8][CH2:9][C@H:10]1[CH2:15][CH2:14][C@H:13]([C:16]([NH:18][C@@H:19]([CH2:20][C:21]2[CH:26]=[CH:25][C:24]([C:27]3[CH:32]=[CH:31][C:30]([C:33](=[O:34])[NH:67][CH:64]4[CH2:65][CH2:66][N:61]([CH3:60])[CH2:62][CH2:63]4)=[CH:29][C:28]=3[CH3:36])=[CH:23][CH:22]=2)[C:37]([NH:39][C:40]2[CH:41]=[CH:42][C:43]([C:46]3[NH:50][N:49]=[C:48]([C:51]([F:59])([F:58])[C:52]([F:53])([F:54])[C:55]([OH:57])=[O:56])[N:47]=3)=[CH:44][CH:45]=2)=[O:38])=[O:17])[CH2:12][CH2:11]1)=[O:7])([CH3:2])([CH3:3])[CH3:4]. The catalyst class is: 9.